This data is from Full USPTO retrosynthesis dataset with 1.9M reactions from patents (1976-2016). The task is: Predict the reactants needed to synthesize the given product. (1) Given the product [CH:24]1([O:30][C:8]2[N:16]=[C:15]3[C:11]([N:12]=[CH:13][N:14]3[CH:17]3[CH2:22][CH2:21][CH2:20][CH2:19][O:18]3)=[C:10]([NH2:23])[N:9]=2)[CH2:29][CH2:28][CH2:27][CH2:26][CH2:25]1, predict the reactants needed to synthesize it. The reactants are: CC(C)([O-])C.[Na+].F[C:8]1[N:16]=[C:15]2[C:11]([N:12]=[CH:13][N:14]2[CH:17]2[CH2:22][CH2:21][CH2:20][CH2:19][O:18]2)=[C:10]([NH2:23])[N:9]=1.[CH:24]1([OH:30])[CH2:29][CH2:28][CH2:27][CH2:26][CH2:25]1. (2) Given the product [CH3:12][C:11]1[C:2]([O:1][S:36]([C:39]([F:42])([F:41])[F:40])(=[O:38])=[O:37])=[C:3]([CH:8]=[C:9]([CH2:14][C:15]2[CH:20]=[CH:19][C:18]([C:21]3[CH:25]=[CH:24][N:23]([CH3:26])[N:22]=3)=[CH:17][CH:16]=2)[C:10]=1[CH3:13])[C:4]([O:6][CH3:7])=[O:5], predict the reactants needed to synthesize it. The reactants are: [OH:1][C:2]1[C:11]([CH3:12])=[C:10]([CH3:13])[C:9]([CH2:14][C:15]2[CH:20]=[CH:19][C:18]([C:21]3[CH:25]=[CH:24][N:23]([CH3:26])[N:22]=3)=[CH:17][CH:16]=2)=[CH:8][C:3]=1[C:4]([O:6][CH3:7])=[O:5].[H-].[Na+].C1C=CC(N([S:36]([C:39]([F:42])([F:41])[F:40])(=[O:38])=[O:37])[S:36]([C:39]([F:42])([F:41])[F:40])(=[O:38])=[O:37])=CC=1.Cl. (3) Given the product [Cl:1][C:2]1[C:3](=[O:19])[N:4]([CH2:10][C:11]2[CH:16]=[CH:15][C:14]([O:17][CH3:18])=[CH:13][CH:12]=2)[C:5]([CH3:9])=[CH:6][C:7]=1[O:8][CH2:27][C:28]1[CH:45]=[CH:44][CH:43]=[CH:42][C:29]=1[CH2:30][N:31]1[C:39](=[O:40])[C:38]2[C:33](=[CH:34][CH:35]=[CH:36][CH:37]=2)[C:32]1=[O:41], predict the reactants needed to synthesize it. The reactants are: [Cl:1][C:2]1[C:3](=[O:19])[N:4]([CH2:10][C:11]2[CH:16]=[CH:15][C:14]([O:17][CH3:18])=[CH:13][CH:12]=2)[C:5]([CH3:9])=[CH:6][C:7]=1[OH:8].C(=O)([O-])[O-].[K+].[K+].Cl[CH2:27][C:28]1[CH:45]=[CH:44][CH:43]=[CH:42][C:29]=1[CH2:30][N:31]1[C:39](=[O:40])[C:38]2[C:33](=[CH:34][CH:35]=[CH:36][CH:37]=2)[C:32]1=[O:41]. (4) Given the product [CH3:7][N:3]1[CH:4]=[CH:5][N:6]=[C:2]1[C:15]1([OH:18])[CH2:16][CH2:17][C:12]2([O:11][CH2:10][CH2:9][O:8]2)[CH2:13][CH2:14]1, predict the reactants needed to synthesize it. The reactants are: Br[C:2]1[N:3]([CH3:7])[CH:4]=[CH:5][N:6]=1.[O:8]1[C:12]2([CH2:17][CH2:16][C:15](=[O:18])[CH2:14][CH2:13]2)[O:11][CH2:10][CH2:9]1. (5) Given the product [CH2:2]([O:9][C:10]1[CH:11]=[CH:12][C:13]([NH:16][C:24]([C:23]2[CH:26]=[CH:27][CH:28]=[CH:29][C:22]=2[Cl:21])=[NH:25])=[CH:14][CH:15]=1)[C:3]1[CH:4]=[CH:5][CH:6]=[CH:7][CH:8]=1, predict the reactants needed to synthesize it. The reactants are: Cl.[CH2:2]([O:9][C:10]1[CH:15]=[CH:14][C:13]([NH2:16])=[CH:12][CH:11]=1)[C:3]1[CH:8]=[CH:7][CH:6]=[CH:5][CH:4]=1.C([Mg]Br)C.[Cl:21][C:22]1[CH:29]=[CH:28][CH:27]=[CH:26][C:23]=1[C:24]#[N:25].O. (6) Given the product [CH2:1]([O:3][C:4](=[O:37])[CH:5]=[CH:6][C@@H:7]([CH3:36])[C@@H:8]([O:28][Si:29]([C:32]([CH3:35])([CH3:34])[CH3:33])([CH3:31])[CH3:30])[CH2:9][C@H:10]([O:20][Si:21]([C:24]([CH3:27])([CH3:25])[CH3:26])([CH3:23])[CH3:22])[CH2:11][OH:12])[CH3:2], predict the reactants needed to synthesize it. The reactants are: [CH2:1]([O:3][C:4](=[O:37])[CH:5]=[CH:6][C@@H:7]([CH3:36])[C@@H:8]([O:28][Si:29]([C:32]([CH3:35])([CH3:34])[CH3:33])([CH3:31])[CH3:30])[CH2:9][C@H:10]([O:20][Si:21]([C:24]([CH3:27])([CH3:26])[CH3:25])([CH3:23])[CH3:22])[CH2:11][O:12][Si](C(C)(C)C)(C)C)[CH3:2].C1C=CN=CC=1.F.